This data is from Full USPTO retrosynthesis dataset with 1.9M reactions from patents (1976-2016). The task is: Predict the reactants needed to synthesize the given product. (1) The reactants are: [CH2:1]([O:8][C:9]([NH:11][CH2:12][CH2:13][C:14]([NH:16][C:17]1[NH:25][C:24](=[O:26])[N:23]=[C:22]2[C:18]=1[N:19]=[CH:20][N:21]2[CH2:27][C:28]([N:30]([CH2:41][C:42]([O:44]CC)=[O:43])[CH2:31][CH2:32][NH:33][C:34]([O:36][C:37]([CH3:40])([CH3:39])[CH3:38])=[O:35])=[O:29])=[O:15])=[O:10])[C:2]1[CH:7]=[CH:6][CH:5]=[CH:4][CH:3]=1. Given the product [CH2:1]([O:8][C:9]([NH:11][CH2:12][CH2:13][C:14]([NH:16][C:17]1[NH:25][C:24](=[O:26])[N:23]=[C:22]2[C:18]=1[N:19]=[CH:20][N:21]2[CH2:27][C:28]([N:30]([CH2:41][C:42]([OH:44])=[O:43])[CH2:31][CH2:32][NH:33][C:34]([O:36][C:37]([CH3:39])([CH3:40])[CH3:38])=[O:35])=[O:29])=[O:15])=[O:10])[C:2]1[CH:7]=[CH:6][CH:5]=[CH:4][CH:3]=1, predict the reactants needed to synthesize it. (2) Given the product [CH3:38][NH:39][CH2:1][C:3]1[S:7][C:6]([C:8]2[CH:9]=[C:10]3[C:14](=[C:15]([C:17]([NH2:19])=[O:18])[CH:16]=2)[NH:13][CH:12]=[C:11]3[CH:20]2[CH2:25][CH2:24][N:23]([S:26]([CH2:29][CH2:30][CH2:31][N:32]3[CH2:37][CH2:36][O:35][CH2:34][CH2:33]3)(=[O:27])=[O:28])[CH2:22][CH2:21]2)=[CH:5][CH:4]=1, predict the reactants needed to synthesize it. The reactants are: [CH:1]([C:3]1[S:7][C:6]([C:8]2[CH:9]=[C:10]3[C:14](=[C:15]([C:17]([NH2:19])=[O:18])[CH:16]=2)[NH:13][CH:12]=[C:11]3[CH:20]2[CH2:25][CH2:24][N:23]([S:26]([CH2:29][CH2:30][CH2:31][N:32]3[CH2:37][CH2:36][O:35][CH2:34][CH2:33]3)(=[O:28])=[O:27])[CH2:22][CH2:21]2)=[CH:5][CH:4]=1)=O.[CH3:38][NH2:39].[BH4-].[Na+]. (3) Given the product [CH3:1][N:2]1[CH2:6][CH2:5][CH2:4][CH:3]1[CH2:7][CH2:8][N:9]1[C:17]2[C:12](=[CH:13][C:14]([NH:18][C:36]([C:38]3[S:39][CH:40]=[CH:41][CH:42]=3)=[NH:37])=[CH:15][CH:16]=2)[CH:11]=[C:10]1[CH2:21][C:22]1[CH:27]=[CH:26][C:25]([O:28][C:29]([F:32])([F:31])[F:30])=[CH:24][CH:23]=1, predict the reactants needed to synthesize it. The reactants are: [CH3:1][N:2]1[CH2:6][CH2:5][CH2:4][CH:3]1[CH2:7][CH2:8][N:9]1[C:17]2[C:12](=[CH:13][C:14]([N+:18]([O-])=O)=[CH:15][CH:16]=2)[CH:11]=[C:10]1[CH2:21][C:22]1[CH:27]=[CH:26][C:25]([O:28][C:29]([F:32])([F:31])[F:30])=[CH:24][CH:23]=1.I.CS[C:36]([C:38]1[S:39][CH:40]=[CH:41][CH:42]=1)=[NH:37].